This data is from Catalyst prediction with 721,799 reactions and 888 catalyst types from USPTO. The task is: Predict which catalyst facilitates the given reaction. Reactant: C[Si]([N-][Si](C)(C)C)(C)C.[Li+].F[C:12]1[C:17]([C:18]2[N:23]=[C:22]([CH3:24])[N:21]=[C:20]([N:25]([CH2:35][C:36]3[CH:41]=[CH:40][C:39]([O:42][CH3:43])=[CH:38][CH:37]=3)[CH2:26][C:27]3[CH:32]=[CH:31][C:30]([O:33][CH3:34])=[CH:29][CH:28]=3)[CH:19]=2)=[CH:16][C:15]([CH:44]([N:46]2[CH2:51][CH2:50][O:49][CH2:48][CH2:47]2)[CH3:45])=[CH:14][N:13]=1.[F:52][C:53]1[CH:54]=[C:55]([NH2:61])[CH:56]=[N:57][C:58]=1[O:59][CH3:60].[NH4+].[Cl-]. Product: [F:52][C:53]1[CH:54]=[C:55]([NH:61][C:12]2[C:17]([C:18]3[N:23]=[C:22]([CH3:24])[N:21]=[C:20]([N:25]([CH2:26][C:27]4[CH:32]=[CH:31][C:30]([O:33][CH3:34])=[CH:29][CH:28]=4)[CH2:35][C:36]4[CH:41]=[CH:40][C:39]([O:42][CH3:43])=[CH:38][CH:37]=4)[CH:19]=3)=[CH:16][C:15]([CH:44]([N:46]3[CH2:51][CH2:50][O:49][CH2:48][CH2:47]3)[CH3:45])=[CH:14][N:13]=2)[CH:56]=[N:57][C:58]=1[O:59][CH3:60]. The catalyst class is: 1.